Predict the product of the given reaction. From a dataset of Forward reaction prediction with 1.9M reactions from USPTO patents (1976-2016). (1) The product is: [F:44][C:41]1[CH:42]=[CH:43][C:38]([CH:10]2[C:11](=[O:14])[CH2:12][CH2:13][C:9]2=[O:15])=[CH:39][CH:40]=1. Given the reactants [O-]P([O-])([O-])=O.[K+].[K+].[K+].[C:9]1(=[O:15])[CH2:13][CH2:12][C:11](=[O:14])[CH2:10]1.C(P(C1C=CC=CC=1C1C=CC=CC=1)C(C)(C)C)(C)(C)C.Cl[C:38]1[CH:43]=[CH:42][C:41]([F:44])=[CH:40][CH:39]=1, predict the reaction product. (2) Given the reactants [N:1]1([CH:5]2[CH2:8][N:7](C(C3C=CC=CC=3)C3C=CC=CC=3)[CH2:6]2)[CH2:4][CH2:3][CH2:2]1.[ClH:22], predict the reaction product. The product is: [ClH:22].[ClH:22].[N:1]1([CH:5]2[CH2:8][NH:7][CH2:6]2)[CH2:4][CH2:3][CH2:2]1. (3) Given the reactants Cl[C:2]1[CH:7]=[C:6]([C:8]2[CH:13]=[CH:12][CH:11]=[C:10]([Cl:14])[C:9]=2[Cl:15])[N:5]=[C:4]([NH2:16])[N:3]=1.[CH:17]12[CH2:25][CH:21]3[CH2:22][CH:23]([CH2:24]1)[C:19]([NH2:26])([CH2:20]3)[CH2:18]2.C(N(CC)CC)C, predict the reaction product. The product is: [Cl:15][C:9]1[C:10]([Cl:14])=[CH:11][CH:12]=[CH:13][C:8]=1[C:6]1[N:5]=[C:4]([NH2:16])[N:3]=[C:2]([NH:26][C:19]23[CH2:20][CH:21]4[CH2:25][CH:17]([CH2:24][CH:23]2[CH2:22]4)[CH2:18]3)[CH:7]=1. (4) Given the reactants [C:1]1([CH2:7][C:8](Cl)=[O:9])[CH:6]=[CH:5][CH:4]=[CH:3][CH:2]=1.C(N(CC)CC)C.[NH2:18][C:19]1[CH:32]=[CH:31][C:22]([CH2:23][N:24]2[C:28](=[O:29])[CH2:27][S:26][C:25]2=[O:30])=[CH:21][CH:20]=1.Cl, predict the reaction product. The product is: [C:1]1([CH2:7][C:8]([NH:18][C:19]2[CH:32]=[CH:31][C:22]([CH2:23][N:24]3[C:28](=[O:29])[CH2:27][S:26][C:25]3=[O:30])=[CH:21][CH:20]=2)=[O:9])[CH:6]=[CH:5][CH:4]=[CH:3][CH:2]=1. (5) Given the reactants [C:1]([O:5][C:6]([N:8]([CH2:13][C:14]([OH:16])=[O:15])[CH2:9][C:10]([OH:12])=O)=[O:7])([CH3:4])([CH3:3])[CH3:2].C1CCC(N=C=NC2CCCCC2)CC1, predict the reaction product. The product is: [C:1]([O:5][C:6]([N:8]1[CH2:9][C:10](=[O:12])[O:16][C:14](=[O:15])[CH2:13]1)=[O:7])([CH3:2])([CH3:3])[CH3:4]. (6) Given the reactants [N:1]1([C:7]2[C:8]3[CH2:15][S:14][CH2:13][C:9]=3[N:10]=[CH:11][N:12]=2)[CH2:6][CH2:5][NH:4][CH2:3][CH2:2]1.C(N(CC)CC)C.[C:23]([O:27][C:28]([NH:30][C@H:31]([CH2:35][C:36]1[CH:41]=[CH:40][C:39]([Cl:42])=[CH:38][CH:37]=1)[C:32](O)=[O:33])=[O:29])([CH3:26])([CH3:25])[CH3:24].CN(C(ON1N=NC2C=CC=CC1=2)=[N+](C)C)C.F[P-](F)(F)(F)(F)F, predict the reaction product. The product is: [Cl:42][C:39]1[CH:40]=[CH:41][C:36]([CH2:35][C@@H:31]([NH:30][C:28](=[O:29])[O:27][C:23]([CH3:25])([CH3:24])[CH3:26])[C:32]([N:4]2[CH2:5][CH2:6][N:1]([C:7]3[C:8]4[CH2:15][S:14][CH2:13][C:9]=4[N:10]=[CH:11][N:12]=3)[CH2:2][CH2:3]2)=[O:33])=[CH:37][CH:38]=1.